This data is from Full USPTO retrosynthesis dataset with 1.9M reactions from patents (1976-2016). The task is: Predict the reactants needed to synthesize the given product. The reactants are: C([O:8][CH:9]1[CH2:12][CH:11]([C:13]2[CH:18]=[C:17]([CH2:19][O:20][Si:21]([C:24]([CH3:27])([CH3:26])[CH3:25])([CH3:23])[CH3:22])[C:16]([F:28])=[CH:15][N:14]=2)[CH2:10]1)C1C=CC=CC=1. Given the product [Si:21]([O:20][CH2:19][C:17]1[C:16]([F:28])=[CH:15][N:14]=[C:13]([CH:11]2[CH2:10][CH:9]([OH:8])[CH2:12]2)[CH:18]=1)([C:24]([CH3:27])([CH3:26])[CH3:25])([CH3:23])[CH3:22], predict the reactants needed to synthesize it.